This data is from Full USPTO retrosynthesis dataset with 1.9M reactions from patents (1976-2016). The task is: Predict the reactants needed to synthesize the given product. (1) Given the product [CH:20]([N:18]1[CH:19]=[C:15]([N:14]2[C:5]3[C:4]4[CH:3]=[C:2]([C:35]5[CH:34]=[N:33][C:32]6[N:27]([CH3:26])[C:28](=[O:46])[O:29][CH2:30][C:31]=6[CH:36]=5)[CH:11]=[CH:10][C:9]=4[N:8]=[CH:7][C:6]=3[N:12]([CH3:25])[C:13]2=[O:24])[C:16]([CH3:23])=[N:17]1)([CH3:22])[CH3:21], predict the reactants needed to synthesize it. The reactants are: Br[C:2]1[CH:11]=[CH:10][C:9]2[N:8]=[CH:7][C:6]3[N:12]([CH3:25])[C:13](=[O:24])[N:14]([C:15]4[C:16]([CH3:23])=[N:17][N:18]([CH:20]([CH3:22])[CH3:21])[CH:19]=4)[C:5]=3[C:4]=2[CH:3]=1.[CH3:26][N:27]1[C:32]2[N:33]=[CH:34][C:35](B3OC(C)(C)C(C)(C)O3)=[CH:36][C:31]=2[CH2:30][O:29][C:28]1=[O:46]. (2) The reactants are: [CH2:1]1[C:9]2[C:4](=[CH:5][C:6]([C:10]3[CH:11]=[C:12]4[C:16](=[C:17]([C:19]([NH2:21])=[O:20])[CH:18]=3)[NH:15][CH:14]=[C:13]4[CH:22]3[CH2:27][CH2:26][N:25]([S:28]([CH2:31][CH3:32])(=[O:30])=[O:29])[CH2:24][CH2:23]3)=[CH:7][CH:8]=2)[CH2:3][NH:2]1.[C:33]1([S:39]([N:42]=[C:43]=[O:44])(=[O:41])=[O:40])[CH:38]=[CH:37][CH:36]=[CH:35][CH:34]=1. Given the product [CH2:31]([S:28]([N:25]1[CH2:26][CH2:27][CH:22]([C:13]2[C:12]3[C:16](=[C:17]([C:19]([NH2:21])=[O:20])[CH:18]=[C:10]([C:6]4[CH:5]=[C:4]5[C:9](=[CH:8][CH:7]=4)[CH2:1][N:2]([C:43]([NH:42][S:39]([C:33]4[CH:34]=[CH:35][CH:36]=[CH:37][CH:38]=4)(=[O:41])=[O:40])=[O:44])[CH2:3]5)[CH:11]=3)[NH:15][CH:14]=2)[CH2:23][CH2:24]1)(=[O:29])=[O:30])[CH3:32], predict the reactants needed to synthesize it.